This data is from Forward reaction prediction with 1.9M reactions from USPTO patents (1976-2016). The task is: Predict the product of the given reaction. (1) Given the reactants [H-].[Na+].[O:3]1[C:7]2[CH:8]=[CH:9][CH:10]=[CH:11][C:6]=2[N:5]=[C:4]1[N:12]1[CH2:23][CH2:22][C:15]2([C:20](=[O:21])[NH:19][CH2:18][CH2:17][CH2:16]2)[CH2:14][CH2:13]1.Cl[CH2:25][C:26]1[C:34]2[C:29](=[CH:30][CH:31]=[CH:32][CH:33]=2)[N:28](S(C2C=CC(C)=CC=2)(=O)=O)[CH:27]=1.[NH4+].[Cl-], predict the reaction product. The product is: [NH:28]1[C:29]2[C:34](=[CH:33][CH:32]=[CH:31][CH:30]=2)[C:26]([CH2:25][N:19]2[CH2:18][CH2:17][CH2:16][C:15]3([CH2:22][CH2:23][N:12]([C:4]4[O:3][C:7]5[CH:8]=[CH:9][CH:10]=[CH:11][C:6]=5[N:5]=4)[CH2:13][CH2:14]3)[C:20]2=[O:21])=[CH:27]1. (2) Given the reactants [Cl:1][C:2]1[CH:3]=[C:4]([OH:11])[C:5](=[C:8]([Cl:10])[CH:9]=1)[CH:6]=[O:7].C([O-])([O-])=O.[Cs+].[Cs+].[C:18]([O:21][CH2:22][CH2:23]Br)(=[O:20])[CH3:19], predict the reaction product. The product is: [C:18]([O:21][CH2:22][CH2:23][O:11][C:4]1[CH:3]=[C:2]([Cl:1])[CH:9]=[C:8]([Cl:10])[C:5]=1[CH:6]=[O:7])(=[O:20])[CH3:19]. (3) Given the reactants [Br:1][C:2]1[N:3]=[C:4]([C:7]([NH:9][NH2:10])=O)[S:5][CH:6]=1.[CH:11]1([NH2:14])[CH2:13][CH2:12]1.[C:15](O)(=O)C, predict the reaction product. The product is: [Br:1][C:2]1[N:3]=[C:4]([C:7]2[N:14]([CH:11]3[CH2:13][CH2:12]3)[CH:15]=[N:10][N:9]=2)[S:5][CH:6]=1.